The task is: Predict the reaction yield, written as a fraction of the theoretical maximum amount of product (1.0 means a 100% yield; for example, 0.34 means a 34% yield).. This data is from Reaction yield outcomes from USPTO patents with 853,638 reactions. (1) The reactants are [Cl:1][C:2]1[CH:9]=[C:8](B2OC(C)(C)C(C)(C)O2)[CH:7]=[CH:6][C:3]=1[C:4]#[N:5].Br[C:20]1[CH:21]=[C:22]([CH:26]([CH:33]2[CH2:37][CH2:36][CH2:35][CH2:34]2)[NH:27][S:28]([CH2:31][CH3:32])(=[O:30])=[O:29])[CH:23]=[N:24][CH:25]=1.C([O-])([O-])=O.[Na+].[Na+]. The catalyst is CN(C=O)C.Cl[Pd](Cl)([P](C1C=CC=CC=1)(C1C=CC=CC=1)C1C=CC=CC=1)[P](C1C=CC=CC=1)(C1C=CC=CC=1)C1C=CC=CC=1. The product is [Cl:1][C:2]1[CH:9]=[C:8]([C:20]2[CH:21]=[C:22]([CH:26]([CH:33]3[CH2:37][CH2:36][CH2:35][CH2:34]3)[NH:27][S:28]([CH2:31][CH3:32])(=[O:29])=[O:30])[CH:23]=[N:24][CH:25]=2)[CH:7]=[CH:6][C:3]=1[C:4]#[N:5]. The yield is 0.330. (2) The yield is 0.270. No catalyst specified. The reactants are [F:1][CH2:2][C:3]1[N:8]=[C:7]([C:9]#[C:10][CH2:11][CH2:12][NH2:13])[CH:6]=[CH:5][CH:4]=1.[Cl:14][C:15]1[CH:23]=[CH:22][CH:21]=[C:20]([Cl:24])[C:16]=1[C:17](Cl)=[O:18]. The product is [Cl:14][C:15]1[CH:23]=[CH:22][CH:21]=[C:20]([Cl:24])[C:16]=1[C:17]([NH:13][CH2:12][CH2:11][C:10]#[C:9][C:7]1[CH:6]=[CH:5][CH:4]=[C:3]([CH2:2][F:1])[N:8]=1)=[O:18].